From a dataset of Forward reaction prediction with 1.9M reactions from USPTO patents (1976-2016). Predict the product of the given reaction. (1) Given the reactants [Cl:1][C:2]1[C:3]([NH:25][C:26]2[CH:35]=[CH:34][CH:33]=[CH:32][C:27]=2[C:28]([NH:30][CH3:31])=[O:29])=[N:4][C:5]([NH:8][C:9]2[CH:10]=[C:11]3[C:17](=[CH:18][CH:19]=2)[CH:16]2[CH2:20][CH2:21][CH:12]3[CH2:13][N:14]([CH2:22][C:23]#C)[CH2:15]2)=[N:6][CH:7]=1.BrCC#[N:39], predict the reaction product. The product is: [Cl:1][C:2]1[C:3]([NH:25][C:26]2[CH:35]=[CH:34][CH:33]=[CH:32][C:27]=2[C:28]([NH:30][CH3:31])=[O:29])=[N:4][C:5]([NH:8][C:9]2[CH:10]=[C:11]3[C:17](=[CH:18][CH:19]=2)[CH:16]2[CH2:20][CH2:21][CH:12]3[CH2:13][N:14]([CH2:22][C:23]#[N:39])[CH2:15]2)=[N:6][CH:7]=1. (2) Given the reactants Br[C:2]1[CH:9]=[C:8]([F:10])[C:5]([C:6]#[N:7])=[C:4]([F:11])[CH:3]=1.[B:12]1([B:12]2[O:16][C:15]([CH3:18])([CH3:17])[C:14]([CH3:20])([CH3:19])[O:13]2)[O:16][C:15]([CH3:18])([CH3:17])[C:14]([CH3:20])([CH3:19])[O:13]1.C([O-])(=O)C.[K+], predict the reaction product. The product is: [F:10][C:8]1[C:9]([B:12]2[O:16][C:15]([CH3:18])([CH3:17])[C:14]([CH3:20])([CH3:19])[O:13]2)=[CH:2][CH:3]=[C:4]([F:11])[C:5]=1[C:6]#[N:7]. (3) Given the reactants [Br:1][C:2]1[CH:8]=[CH:7][C:5]([NH2:6])=[C:4]([F:9])[CH:3]=1.[C:10](OC(=O)C)(=[O:12])[CH3:11], predict the reaction product. The product is: [Br:1][C:2]1[CH:8]=[CH:7][C:5]([NH:6][C:10](=[O:12])[CH3:11])=[C:4]([F:9])[CH:3]=1. (4) Given the reactants Cl.O1CCOCC1.[Cl:8][C:9]1[C:18]2[C:13](=[CH:14][C:15]([O:19][CH2:20][CH2:21][CH2:22][Cl:23])=[CH:16][CH:17]=2)[N:12]=[CH:11][N:10]=1.[NH2:24][C:25]1[CH:29]=[CH:28][N:27]([CH2:30][C:31]([NH:33][C:34]2[CH:39]=[CH:38][CH:37]=[C:36]([F:40])[CH:35]=2)=[O:32])[N:26]=1, predict the reaction product. The product is: [ClH:8].[Cl:23][CH2:22][CH2:21][CH2:20][O:19][C:15]1[CH:14]=[C:13]2[C:18]([C:9]([NH:24][C:25]3[CH:29]=[CH:28][N:27]([CH2:30][C:31]([NH:33][C:34]4[CH:39]=[CH:38][CH:37]=[C:36]([F:40])[CH:35]=4)=[O:32])[N:26]=3)=[N:10][CH:11]=[N:12]2)=[CH:17][CH:16]=1.